This data is from Reaction yield outcomes from USPTO patents with 853,638 reactions. The task is: Predict the reaction yield, written as a fraction of the theoretical maximum amount of product (1.0 means a 100% yield; for example, 0.34 means a 34% yield). The reactants are S(Cl)([Cl:3])=O.[CH2:5]([C:9]1[O:10][C:11]2[CH:20]=[CH:19][C:18]([NH:21][S:22]([CH3:25])(=[O:24])=[O:23])=[CH:17][C:12]=2[C:13]=1[C:14](O)=[O:15])[CH2:6][CH2:7][CH3:8]. The catalyst is C(OCC)C. The product is [CH2:5]([C:9]1[O:10][C:11]2[CH:20]=[CH:19][C:18]([NH:21][S:22]([CH3:25])(=[O:24])=[O:23])=[CH:17][C:12]=2[C:13]=1[C:14]([Cl:3])=[O:15])[CH2:6][CH2:7][CH3:8]. The yield is 0.900.